Dataset: Forward reaction prediction with 1.9M reactions from USPTO patents (1976-2016). Task: Predict the product of the given reaction. Given the reactants [C:1]([C:4]1[CH:5]=[CH:6][C:7]2[N:8]([CH2:20][CH2:21][NH:22]S(C3C=CC=CC=3[N+]([O-])=O)(=O)=O)[C:9]3[C:14]([C:15]=2[CH:16]=1)=[CH:13][C:12]([C:17](=[O:19])[CH3:18])=[CH:11][CH:10]=3)(=[O:3])[CH3:2].C([O-])([O-])=O.[Cs+].[Cs+].C1(S)C=CC=CC=1.C(Cl)(Cl)Cl.CO, predict the reaction product. The product is: [NH2:22][CH2:21][CH2:20][N:8]1[C:9]2[CH:10]=[CH:11][C:12]([C:17](=[O:19])[CH3:18])=[CH:13][C:14]=2[C:15]2[C:7]1=[CH:6][CH:5]=[C:4]([C:1](=[O:3])[CH3:2])[CH:16]=2.